Dataset: Experimentally validated miRNA-target interactions with 360,000+ pairs, plus equal number of negative samples. Task: Binary Classification. Given a miRNA mature sequence and a target amino acid sequence, predict their likelihood of interaction. The miRNA is mmu-miR-1894-5p with sequence CUCUCCCCUACCACCUGCCUCU. The protein sequence of the target gene is MLLLLLVPLFLRPLGAGGAQTPNVTSEGCQIIHPPWEGGIRYRGLTRDQVKAINFLPVDYEIEYVCRGEREVVGPKVRKCLANGSWTDMDTPSRCVRICSKSYLTLENGKVFLTGGDLPALDGARVDFRCDPDFHLVGSSRSICSQGQWSTPKPHCQVNRTPHSERRAVYIGALFPMSGGWPGGQACQPAVEMALEDVNSRRDILPDYELKLIHHDSKCDPGQATKYLYELLYNDPIKIILMPGCSSVSTLVAEAARMWNLIVLSYGSSSPALSNRQRFPTFFRTHPSATLHNPTRVKLF.... Result: 0 (no interaction).